This data is from Forward reaction prediction with 1.9M reactions from USPTO patents (1976-2016). The task is: Predict the product of the given reaction. (1) Given the reactants C(OC([NH:8][C@@H:9]([C:42]([CH3:45])([CH3:44])[CH3:43])[C:10]([N:12]1[C@H:16]([C:17]([N:19]([CH2:29][C:30]2[CH:39]=[CH:38][C:33]([C:34]([O:36][CH3:37])=[O:35])=[CH:32][CH:31]=2)[C@@H:20]([C:22]2[CH:27]=[CH:26][CH:25]=[CH:24][C:23]=2[F:28])[CH3:21])=[O:18])[CH2:15][Si:14]([CH3:41])([CH3:40])[CH2:13]1)=[O:11])=O)(C)(C)C.[ClH:46], predict the reaction product. The product is: [NH2:8][C@@H:9]([C:42]([CH3:43])([CH3:45])[CH3:44])[C:10]([N:12]1[C@H:16]([C:17]([N:19]([CH2:29][C:30]2[CH:31]=[CH:32][C:33]([C:34]([O:36][CH3:37])=[O:35])=[CH:38][CH:39]=2)[C@@H:20]([C:22]2[CH:27]=[CH:26][CH:25]=[CH:24][C:23]=2[F:28])[CH3:21])=[O:18])[CH2:15][Si:14]([CH3:41])([CH3:40])[CH2:13]1)=[O:11].[ClH:46]. (2) Given the reactants Cl.[O:2]=[C:3]1[CH2:8][NH:7][CH:6]([C:9]2[CH:14]=[CH:13][CH:12]=[CH:11][CH:10]=2)[CH2:5][N:4]1[C:15]1([C:18]([OH:20])=O)[CH2:17][CH2:16]1.[NH2:21][C:22]1[CH:23]=[C:24]2[CH2:40][C:29]3([O:34][C:33]4[CH:35]=[CH:36][CH:37]=[N:38][C:32]=4[NH:31][C:30]3=[S:39])[CH2:28][C:25]2=[N:26][CH:27]=1.CN(C(ON1N=NC2C=CC=NC1=2)=[N+](C)C)C.F[P-](F)(F)(F)(F)F.CN1CCOCC1, predict the reaction product. The product is: [O:2]=[C:3]1[CH2:8][NH:7][CH:6]([C:9]2[CH:10]=[CH:11][CH:12]=[CH:13][CH:14]=2)[CH2:5][N:4]1[C:15]1([C:18]([NH:21][C:22]2[CH:23]=[C:24]3[CH2:40][C:29]4([O:34][C:33]5[CH:35]=[CH:36][CH:37]=[N:38][C:32]=5[NH:31][C:30]4=[S:39])[CH2:28][C:25]3=[N:26][CH:27]=2)=[O:20])[CH2:16][CH2:17]1.